This data is from Forward reaction prediction with 1.9M reactions from USPTO patents (1976-2016). The task is: Predict the product of the given reaction. (1) Given the reactants [CH3:1][S:2](Cl)(=[O:4])=[O:3].[Cl:6][C:7]1[CH:8]=[C:9]([NH:21][C:22]2[C:23]3[C:30]4[CH2:31][CH2:32][CH:33]([CH2:35][CH2:36][OH:37])[CH2:34][C:29]=4[S:28][C:24]=3[N:25]=[CH:26][N:27]=2)[CH:10]=[CH:11][C:12]=1[O:13][CH2:14][C:15]1[CH:20]=[CH:19][CH:18]=[CH:17][N:16]=1, predict the reaction product. The product is: [Cl:6][C:7]1[CH:8]=[C:9]([NH:21][C:22]2[C:23]3[C:30]4[CH2:31][CH2:32][CH:33]([CH2:35][CH2:36][O:37][S:2]([CH3:1])(=[O:4])=[O:3])[CH2:34][C:29]=4[S:28][C:24]=3[N:25]=[CH:26][N:27]=2)[CH:10]=[CH:11][C:12]=1[O:13][CH2:14][C:15]1[CH:20]=[CH:19][CH:18]=[CH:17][N:16]=1. (2) Given the reactants [CH3:1][O:2][C:3](=[O:22])[CH2:4][C:5]1[CH:6]=[C:7]([C:12]2[CH:17]=[C:16]([O:18][CH3:19])[CH:15]=[CH:14][C:13]=2[CH:20]=O)[CH:8]=[C:9]([Cl:11])[CH:10]=1.[CH2:23]([NH2:25])[CH3:24], predict the reaction product. The product is: [CH3:1][O:2][C:3](=[O:22])[CH2:4][C:5]1[CH:6]=[C:7]([C:12]2[CH:17]=[C:16]([O:18][CH3:19])[CH:15]=[CH:14][C:13]=2[CH2:20][NH:25][CH2:23][CH3:24])[CH:8]=[C:9]([Cl:11])[CH:10]=1. (3) Given the reactants C[C:2](=O)[CH2:3][CH2:4][CH3:5].[NH2:7][C:8]1[CH:13]=[CH:12][C:11]([CH3:14])=[CH:10][CH:9]=1.C[Si]([C:19]#[N:20])(C)C.[NH4+].[OH-], predict the reaction product. The product is: [CH3:2][C:3]([NH:7][C:8]1[CH:13]=[CH:12][C:11]([CH3:14])=[CH:10][CH:9]=1)([CH2:4][CH3:5])[C:19]#[N:20]. (4) Given the reactants C([Li])CCC.[Br-].[OH:7][C:8]1[CH:33]=[CH:32][CH:31]=[CH:30][C:9]=1[CH2:10][P+](C1C=CC=CC=1)(C1C=CC=CC=1)C1C=CC=CC=1.[C:34]([CH2:36][CH2:37][CH2:38][CH2:39][CH:40]([CH:52]=O)[CH2:41][C:42]1[CH:51]=[CH:50][C:45]([C:46]([O:48][CH3:49])=[O:47])=[CH:44][CH:43]=1)#[N:35].[Cl-].[NH4+], predict the reaction product. The product is: [C:34]([CH2:36][CH2:37][CH2:38][CH2:39][CH:40](/[CH:52]=[CH:10]/[C:9]1[CH:30]=[CH:31][CH:32]=[CH:33][C:8]=1[OH:7])[CH2:41][C:42]1[CH:43]=[CH:44][C:45]([C:46]([O:48][CH3:49])=[O:47])=[CH:50][CH:51]=1)#[N:35]. (5) Given the reactants [O:1]=[C:2]1[NH:6][C:5](=[O:7])[C:4](=[CH:8][C:9]2[CH:14]=[CH:13][C:12]([C:15]3[CH:20]=[CH:19][CH:18]=[C:17]([CH2:21][N:22]([CH3:34])[C:23](=[O:33])[CH2:24][CH2:25][CH2:26][CH2:27][CH2:28][CH2:29][CH2:30][CH2:31][CH3:32])[CH:16]=3)=[CH:11][CH:10]=2)[S:3]1, predict the reaction product. The product is: [O:1]=[C:2]1[NH:6][C:5](=[O:7])[CH:4]([CH2:8][C:9]2[CH:14]=[CH:13][C:12]([C:15]3[CH:20]=[CH:19][CH:18]=[C:17]([CH2:21][N:22]([CH3:34])[C:23](=[O:33])[CH2:24][CH2:25][CH2:26][CH2:27][CH2:28][CH2:29][CH2:30][CH2:31][CH3:32])[CH:16]=3)=[CH:11][CH:10]=2)[S:3]1. (6) Given the reactants C1(C)C=CC(S(Cl)(=O)=[O:8])=CC=1.[Br:12][C:13]1[C:22]2[C:17](=[CH:18][CH:19]=[C:20]([CH:23]([C:29]3[CH:34]=[CH:33][C:32]([Cl:35])=[CH:31][CH:30]=3)[C:24]3[S:25][CH:26]=[CH:27][N:28]=3)[CH:21]=2)[N+:16]([O-])=[CH:15][CH:14]=1, predict the reaction product. The product is: [Br:12][C:13]1[C:22]2[C:17](=[CH:18][CH:19]=[C:20]([CH:23]([C:29]3[CH:34]=[CH:33][C:32]([Cl:35])=[CH:31][CH:30]=3)[C:24]3[S:25][CH:26]=[CH:27][N:28]=3)[CH:21]=2)[NH:16][C:15](=[O:8])[CH:14]=1.